From a dataset of Reaction yield outcomes from USPTO patents with 853,638 reactions. Predict the reaction yield, written as a fraction of the theoretical maximum amount of product (1.0 means a 100% yield; for example, 0.34 means a 34% yield). (1) The reactants are CCN(CC)CC.[Br:8][C:9]1[CH:14]=[CH:13][C:12](B(O)O)=[CH:11][C:10]=1[Cl:18].[NH2:19][C:20]1[C:40]([CH:41]2[CH2:43][CH2:42]2)=[CH:39][C:23]2[C:24]([C:34]([O:36][CH2:37][CH3:38])=[O:35])=[C:25]([C:27]3[CH:32]=[CH:31][C:30]([Cl:33])=[CH:29][CH:28]=3)[O:26][C:22]=2[CH:21]=1.CCOC(C)=O. The catalyst is C(Cl)Cl.C([O-])(=O)C.[Cu+2].C([O-])(=O)C. The product is [Br:8][C:9]1[CH:14]=[CH:13][C:12]([NH:19][C:20]2[C:40]([CH:41]3[CH2:43][CH2:42]3)=[CH:39][C:23]3[C:24]([C:34]([O:36][CH2:37][CH3:38])=[O:35])=[C:25]([C:27]4[CH:28]=[CH:29][C:30]([Cl:33])=[CH:31][CH:32]=4)[O:26][C:22]=3[CH:21]=2)=[CH:11][C:10]=1[Cl:18]. The yield is 0.880. (2) The reactants are [CH2:1]([O:3][C:4]([CH:6]1[C:15]([CH:16]=O)=[CH:14][C:13]2[C:8](=[CH:9][CH:10]=[CH:11][C:12]=2[Cl:18])[O:7]1)=[O:5])[CH3:2].[CH3:19][O:20][C:21](=[O:31])[C@@H:22]([NH2:30])[CH2:23][CH:24]1[CH2:29][CH2:28][CH2:27][CH2:26][CH2:25]1.CCN(C(C)C)C(C)C.C([BH3-])#N.[Na+].C(O)(=O)C. The catalyst is CO. The product is [CH2:1]([O:3][C:4]([CH:6]1[C:15]([CH2:16][NH:30][C@H:22]([C:21]([O:20][CH3:19])=[O:31])[CH2:23][CH:24]2[CH2:29][CH2:28][CH2:27][CH2:26][CH2:25]2)=[CH:14][C:13]2[C:8](=[CH:9][CH:10]=[CH:11][C:12]=2[Cl:18])[O:7]1)=[O:5])[CH3:2]. The yield is 0.357. (3) The reactants are C[C:2]1[C:7]([NH2:8])=[CH:6][CH:5]=[C:4]([CH3:9])[C:3]=1[NH2:10].[CH3:11][C:12]([O:15][C:16](O[C:16]([O:15][C:12]([CH3:14])([CH3:13])[CH3:11])=[O:17])=[O:17])([CH3:14])[CH3:13].[CH2:26]1COCC1. No catalyst specified. The product is [C:12]([O:15][C:16](=[O:17])[NH:10][C:3]1[CH:2]=[C:7]([NH2:8])[C:6]([CH3:26])=[CH:5][C:4]=1[CH3:9])([CH3:14])([CH3:13])[CH3:11]. The yield is 0.950. (4) The reactants are [F:1][C:2]1[C:7]([CH3:8])=[CH:6][C:5]([S:9](O)(=[O:11])=[O:10])=[C:4]([N+:13]([O-:15])=[O:14])[CH:3]=1.O=S(Cl)[Cl:18]. The catalyst is CN(C=O)C. The product is [F:1][C:2]1[C:7]([CH3:8])=[CH:6][C:5]([S:9]([Cl:18])(=[O:11])=[O:10])=[C:4]([N+:13]([O-:15])=[O:14])[CH:3]=1. The yield is 0.990. (5) The reactants are [CH:1]([S:4]([NH2:7])(=[O:6])=[O:5])([CH3:3])[CH3:2].[CH2:8]([O:10][C:11]([C:13]1[O:14][C:15]2[CH:22]=[CH:21][CH:20]=[C:19](OS(C(F)(F)F)(=O)=O)[C:16]=2[C:17]=1[CH3:18])=[O:12])[CH3:9]. No catalyst specified. The product is [CH2:8]([O:10][C:11]([C:13]1[O:14][C:15]2[CH:22]=[CH:21][CH:20]=[C:19]([NH:7][S:4]([CH:1]([CH3:3])[CH3:2])(=[O:6])=[O:5])[C:16]=2[C:17]=1[CH3:18])=[O:12])[CH3:9]. The yield is 0.230.